This data is from Reaction yield outcomes from USPTO patents with 853,638 reactions. The task is: Predict the reaction yield, written as a fraction of the theoretical maximum amount of product (1.0 means a 100% yield; for example, 0.34 means a 34% yield). (1) The reactants are [C:1]([O:5][C:6]([NH:8][C:9]1[CH:14]=[CH:13][CH:12]=[CH:11][C:10]=1[NH:15][C:16]([C:18]1[CH:23]=[N:22][C:21](Cl)=[CH:20][N:19]=1)=[O:17])=[O:7])([CH3:4])([CH3:3])[CH3:2].[C:25]([O:29][C:30]([N:32]1[CH2:37][CH2:36][NH:35][CH2:34][CH2:33]1)=[O:31])([CH3:28])([CH3:27])[CH3:26]. The catalyst is CN(C)C(=O)C. The product is [C:1]([O:5][C:6]([NH:8][C:9]1[CH:14]=[CH:13][CH:12]=[CH:11][C:10]=1[NH:15][C:16]([C:18]1[N:19]=[CH:20][C:21]([N:35]2[CH2:34][CH2:33][N:32]([C:30]([O:29][C:25]([CH3:28])([CH3:27])[CH3:26])=[O:31])[CH2:37][CH2:36]2)=[N:22][CH:23]=1)=[O:17])=[O:7])([CH3:4])([CH3:3])[CH3:2]. The yield is 0.810. (2) The product is [C:38]([C:42]1[CH:46]=[C:45]([NH:47][C:48](=[O:49])[NH:50][C:51]2[CH:67]=[CH:66][C:54]([O:55][C:56]3[CH:61]=[CH:60][N:59]=[C:58]([C:62](=[O:63])[NH:64][CH3:65])[CH:57]=3)=[CH:53][C:52]=2[F:68])[N:44]([C:69]2[CH:70]=[C:71]([CH:72]=[CH:73][CH:74]=2)[CH2:75][O:76][C:77](=[O:83])[CH2:78][CH2:79][C:80]([OH:82])=[O:81])[N:43]=1)([CH3:41])([CH3:39])[CH3:40]. The catalyst is O1CCCC1. The yield is 0.910. The reactants are C(C1C=C([CH2+]=NC2C=CC(OC3C=CN=C(C(NC)=O)C=3)=CC=2F)N(C2C=CC=C(CO)C=2)N=1)(C)(C)C.[C:38]([C:42]1[CH:46]=[C:45]([NH:47][C:48]([NH:50][C:51]2[CH:67]=[CH:66][C:54]([O:55][C:56]3[CH:61]=[CH:60][N:59]=[C:58]([C:62]([NH:64][CH3:65])=[O:63])[CH:57]=3)=[CH:53][C:52]=2[F:68])=[O:49])[N:44]([C:69]2[CH:74]=[CH:73][CH:72]=[C:71]([CH2:75][OH:76])[CH:70]=2)[N:43]=1)([CH3:41])([CH3:40])[CH3:39].[C:77]1(=[O:83])[O:82][C:80](=[O:81])[CH2:79][CH2:78]1. (3) The reactants are [CH3:1][O:2][C:3](=[O:13])[C:4]1[CH:9]=[C:8]([OH:10])[C:7]([OH:11])=[C:6]([OH:12])[CH:5]=1.[CH3:14]OS(OC)(=O)=O.[OH-].[Na+].OS(O)(=O)=O. The catalyst is O. The product is [OH:12][C:6]1[CH:5]=[C:4]([CH:9]=[C:8]([O:10][CH3:14])[C:7]=1[OH:11])[C:3]([O:2][CH3:1])=[O:13]. The yield is 0.470.